The task is: Regression/Classification. Given a drug SMILES string, predict its absorption, distribution, metabolism, or excretion properties. Task type varies by dataset: regression for continuous measurements (e.g., permeability, clearance, half-life) or binary classification for categorical outcomes (e.g., BBB penetration, CYP inhibition). Dataset: cyp2d6_veith.. This data is from CYP2D6 inhibition data for predicting drug metabolism from PubChem BioAssay. (1) The drug is CCOc1ccc(NC(=S)N(Cc2ccc(N(C)C)cc2)Cc2ccco2)cc1. The result is 1 (inhibitor). (2) The drug is CN(C)N1C(N)=C(C#N)C(c2cccnc2)C2=C1CC(C)(C)CC2=O. The result is 0 (non-inhibitor). (3) The molecule is NC[C@@H]1O[C@H](O[C@H]2[C@H](N)C[C@H](N)[C@H](O)[C@H]2O[C@@H]2O[C@H](CO)[C@@H](O)[C@@H]2O)[C@@H](N)[C@H](O)[C@@H]1O. The result is 0 (non-inhibitor).